This data is from Forward reaction prediction with 1.9M reactions from USPTO patents (1976-2016). The task is: Predict the product of the given reaction. Given the reactants [F:1][C:2]1[CH:34]=[CH:33][C:5]([CH2:6][N:7]2[C:11]3[CH:12]=[N:13][C:14]4[C:15](=[O:29])[N:16]([O:20][CH2:21][O:22][CH2:23][CH2:24][Si:25]([CH3:28])([CH3:27])[CH3:26])[CH2:17][CH2:18][C:19]=4[C:10]=3[C:9]([CH2:30][CH:31]=[O:32])=[CH:8]2)=[CH:4][CH:3]=1.[BH4-].[Na+], predict the reaction product. The product is: [F:1][C:2]1[CH:3]=[CH:4][C:5]([CH2:6][N:7]2[C:11]3[CH:12]=[N:13][C:14]4[C:15](=[O:29])[N:16]([O:20][CH2:21][O:22][CH2:23][CH2:24][Si:25]([CH3:26])([CH3:27])[CH3:28])[CH2:17][CH2:18][C:19]=4[C:10]=3[C:9]([CH2:30][CH2:31][OH:32])=[CH:8]2)=[CH:33][CH:34]=1.